Dataset: Forward reaction prediction with 1.9M reactions from USPTO patents (1976-2016). Task: Predict the product of the given reaction. (1) Given the reactants [C:1]([O:5][C:6](=[O:27])[CH2:7][C:8]1([C:20]([O:22][C:23]([CH3:26])([CH3:25])[CH3:24])=[O:21])[O:12][N:11]=[C:10]([C:13]2[CH:18]=[CH:17][CH:16]=[C:15]([OH:19])[CH:14]=2)[CH2:9]1)([CH3:4])([CH3:3])[CH3:2], predict the reaction product. The product is: [C:1]([O:5][C:6](=[O:27])[CH2:7][C@@:8]1([C:20]([O:22][C:23]([CH3:26])([CH3:25])[CH3:24])=[O:21])[O:12][N:11]=[C:10]([C:13]2[CH:18]=[CH:17][CH:16]=[C:15]([OH:19])[CH:14]=2)[CH2:9]1)([CH3:3])([CH3:4])[CH3:2]. (2) The product is: [CH2:19]([O:18][CH:17]([O:21][CH2:22][CH3:23])[CH2:16][CH2:15][CH2:14][CH2:13][CH2:12][CH2:11][CH2:10][CH2:9][CH2:8][C:1]#[CH:2])[CH3:20]. Given the reactants [C-:1]#[C-:2].[Li+].[Li+].[Na+].[I-].Cl[CH2:8][CH2:9][CH2:10][CH2:11][CH2:12][CH2:13][CH2:14][CH2:15][CH2:16][CH:17]([O:21][CH2:22][CH3:23])[O:18][CH2:19][CH3:20].N#N, predict the reaction product.